From a dataset of NCI-60 drug combinations with 297,098 pairs across 59 cell lines. Regression. Given two drug SMILES strings and cell line genomic features, predict the synergy score measuring deviation from expected non-interaction effect. (1) Drug 1: C1=C(C(=O)NC(=O)N1)F. Drug 2: C1C(C(OC1N2C=NC(=NC2=O)N)CO)O. Cell line: HOP-62. Synergy scores: CSS=35.4, Synergy_ZIP=-14.5, Synergy_Bliss=-7.34, Synergy_Loewe=-6.42, Synergy_HSA=-5.64. (2) Drug 1: CC1=C(C=C(C=C1)NC(=O)C2=CC=C(C=C2)CN3CCN(CC3)C)NC4=NC=CC(=N4)C5=CN=CC=C5. Drug 2: C1CN(P(=O)(OC1)NCCCl)CCCl. Cell line: ACHN. Synergy scores: CSS=-6.68, Synergy_ZIP=4.32, Synergy_Bliss=1.45, Synergy_Loewe=-6.14, Synergy_HSA=-5.65. (3) Drug 1: C1=NC2=C(N=C(N=C2N1C3C(C(C(O3)CO)O)F)Cl)N. Drug 2: N.N.Cl[Pt+2]Cl. Cell line: SK-MEL-5. Synergy scores: CSS=71.9, Synergy_ZIP=-5.30, Synergy_Bliss=-3.46, Synergy_Loewe=0.506, Synergy_HSA=0.822.